Dataset: Kir2.1 potassium channel HTS with 301,493 compounds. Task: Binary Classification. Given a drug SMILES string, predict its activity (active/inactive) in a high-throughput screening assay against a specified biological target. (1) The compound is S(=O)(=O)(N1CCN(CC1)c1cc(OC)ccc1)c1c2nsnc2ccc1. The result is 0 (inactive). (2) The compound is O=c1n(n(c(c1N\C=C1\C(=O)N(CC=C)C(=O)NC1=O)C)C)c1ccccc1. The result is 0 (inactive). (3) The compound is Clc1cn2c(nc(CSc3n4c(=NC(C4=O)C)c4c(n3)cccc4)cc2=O)cc1. The result is 0 (inactive). (4) The molecule is O(CC(=O)N1c2c(NC(=O)C1)cccc2)C(=O)CNC(=O)c1ccccc1. The result is 0 (inactive). (5) The molecule is Clc1ccc(S(=O)(=O)N2C(CCC2)C(=O)N\N=C\c2ccc(OCC(=O)N)cc2)cc1. The result is 0 (inactive). (6) The molecule is Brc1c(nn(CC)c1)C(=O)Nc1sc2c(CCCCC2)c1C(OCC)=O. The result is 0 (inactive). (7) The result is 0 (inactive). The drug is O1C(CN(CC1C)Cc1n(CCN2CCOCC2)c2c(n1)n(c(=O)n(c2=O)C)C)C.